This data is from Forward reaction prediction with 1.9M reactions from USPTO patents (1976-2016). The task is: Predict the product of the given reaction. (1) Given the reactants [Cl:1][C:2]1[CH:3]=[C:4]2[C:8](=[CH:9][CH:10]=1)[CH:7]([C:11]#[N:12])[CH2:6][CH2:5]2.B.C1COCC1, predict the reaction product. The product is: [Cl:1][C:2]1[CH:3]=[C:4]2[C:8](=[CH:9][CH:10]=1)[CH:7]([CH2:11][NH2:12])[CH2:6][CH2:5]2. (2) Given the reactants [Na].[Na].[OH:3][C:4]1[C:5](=[O:12])[CH:6]=[C:7]([CH2:10][OH:11])[NH:8][CH:9]=1.C(=O)([O-])[O-].[K+].[K+].Br[CH2:20][CH2:21][CH2:22]Cl.O, predict the reaction product. The product is: [O:12]1[C:5]2[CH:6]=[C:7]([CH2:10][OH:11])[N:8]=[CH:9][C:4]=2[O:3][CH2:22][CH2:21][CH2:20]1. (3) The product is: [CH2:10]([O:9][C:8]1[CH:7]=[CH:6][C:5]([CH2:17][CH2:18][NH:19][C:40](=[O:41])[CH2:39][C:36]2[CH:37]=[CH:38][C:33]([Cl:32])=[CH:34][CH:35]=2)=[CH:4][C:3]=1[O:2][CH3:1])[C:11]1[CH:12]=[CH:13][CH:14]=[CH:15][CH:16]=1. Given the reactants [CH3:1][O:2][C:3]1[CH:4]=[C:5]([CH2:17][CH2:18][NH2:19])[CH:6]=[CH:7][C:8]=1[O:9][CH2:10][C:11]1[CH:16]=[CH:15][CH:14]=[CH:13][CH:12]=1.C(N(CC)CC)C.O1CCCC1.[Cl:32][C:33]1[CH:38]=[CH:37][C:36]([CH2:39][C:40](Cl)=[O:41])=[CH:35][CH:34]=1, predict the reaction product. (4) Given the reactants C(Cl)(=O)C(Cl)=O.[CH3:7][C:8]1[C:16]([CH3:17])=[CH:15][CH:14]=[CH:13][C:9]=1[C:10]([OH:12])=O.[NH2:18][C:19]1[CH:31]=[C:30]([C:32]2[CH:37]=[CH:36][C:35]([O:38][C:39]([O:41][C:42]([CH3:45])([CH3:44])[CH3:43])=[O:40])=[CH:34][CH:33]=2)[CH:29]=[CH:28][C:20]=1[C:21]([O:23][C:24]([CH3:27])([CH3:26])[CH3:25])=[O:22].C(=O)([O-])O.[Na+], predict the reaction product. The product is: [CH3:7][C:8]1[C:16]([CH3:17])=[CH:15][CH:14]=[CH:13][C:9]=1[C:10]([NH:18][C:19]1[CH:31]=[C:30]([C:32]2[CH:33]=[CH:34][C:35]([O:38][C:39]([O:41][C:42]([CH3:45])([CH3:44])[CH3:43])=[O:40])=[CH:36][CH:37]=2)[CH:29]=[CH:28][C:20]=1[C:21]([O:23][C:24]([CH3:27])([CH3:26])[CH3:25])=[O:22])=[O:12]. (5) Given the reactants [CH2:1]([C@H:8]([NH:23][C:24](=[O:34])[O:25][CH:26]1[CH:33]2[CH:29]([O:30][CH2:31][CH2:32]2)[O:28][CH2:27]1)[C@H:9]([OH:22])[CH2:10][NH:11]C(OCC1C=CC=CC=1)=O)[C:2]1[CH:7]=[CH:6][CH:5]=[CH:4][CH:3]=1, predict the reaction product. The product is: [NH2:11][CH2:10][C@@H:9]([OH:22])[C@@H:8]([NH:23][C:24](=[O:34])[O:25][C@@H:26]1[C@H:33]2[C@H:29]([O:30][CH2:31][CH2:32]2)[O:28][CH2:27]1)[CH2:1][C:2]1[CH:7]=[CH:6][CH:5]=[CH:4][CH:3]=1. (6) Given the reactants [CH3:1][N:2]([S:28]([C:31]1[S:32][CH:33]=[CH:34][CH:35]=1)(=[O:30])=[O:29])[C:3]1[CH:4]=[C:5]([O:23][C:24]([F:27])([F:26])[F:25])[CH:6]=[C:7]2[C:11]=1[NH:10][C:9]([C:12]1[S:13][CH:14]([CH2:17][C:18]([O:20]CC)=[O:19])[CH2:15][N:16]=1)=[CH:8]2.[OH-].[Na+].O1CCCC1.C(O)(=O)CC(CC(O)=O)(C(O)=O)O, predict the reaction product. The product is: [CH3:1][N:2]([S:28]([C:31]1[S:32][CH:33]=[CH:34][CH:35]=1)(=[O:30])=[O:29])[C:3]1[CH:4]=[C:5]([O:23][C:24]([F:25])([F:27])[F:26])[CH:6]=[C:7]2[C:11]=1[NH:10][C:9]([C:12]1[S:13][CH:14]([CH2:17][C:18]([OH:20])=[O:19])[CH2:15][N:16]=1)=[CH:8]2. (7) Given the reactants Br[C:2]1[CH:3]=[C:4]([C:8]2[CH:13]=[CH:12][C:11]([C:14]#[N:15])=[CH:10][CH:9]=2)[CH:5]=[CH:6][CH:7]=1.[OH:16][C:17]1[CH:18]=[C:19]2[C:24](=[CH:25][CH:26]=1)[CH:23]=[C:22](B(O)O)[CH:21]=[CH:20]2.C(=O)([O-])[O-].[Na+].[Na+].Cl, predict the reaction product. The product is: [C:14]([C:11]1[CH:12]=[CH:13][C:8]([C:4]2[CH:5]=[CH:6][CH:7]=[C:2]([C:22]3[CH:23]=[C:24]4[C:19](=[CH:20][CH:21]=3)[CH:18]=[C:17]([OH:16])[CH:26]=[CH:25]4)[CH:3]=2)=[CH:9][CH:10]=1)#[N:15]. (8) Given the reactants C([O:8][C:9]1[C:14]([Cl:15])=[CH:13][C:12]([C:16]([N:18]2[C:23]3[CH:24]=[CH:25][CH:26]=[C:27]([CH:28]([CH3:30])[CH3:29])[C:22]=3[O:21][CH:20]([CH:31]([CH3:33])[CH3:32])[CH2:19]2)=[O:17])=[CH:11][C:10]=1[Cl:34])C1C=CC=CC=1, predict the reaction product. The product is: [Cl:34][C:10]1[CH:11]=[C:12]([C:16]([N:18]2[C:23]3[CH:24]=[CH:25][CH:26]=[C:27]([CH:28]([CH3:29])[CH3:30])[C:22]=3[O:21][CH:20]([CH:31]([CH3:33])[CH3:32])[CH2:19]2)=[O:17])[CH:13]=[C:14]([Cl:15])[C:9]=1[OH:8]. (9) Given the reactants C[O:2][C:3]([C@H:5]1[CH2:8][C@@H:7]([N:9]2[C:13]3[N:14]=[CH:15][N:16]=[C:17]([NH2:18])[C:12]=3[C:11]([C:19]3[CH:24]=[CH:23][CH:22]=[C:21]([O:25][CH2:26][C:27]4[CH:32]=[CH:31][CH:30]=[CH:29][CH:28]=4)[CH:20]=3)=[CH:10]2)[CH2:6]1)=[O:4].Cl, predict the reaction product. The product is: [NH2:18][C:17]1[C:12]2[C:11]([C:19]3[CH:24]=[CH:23][CH:22]=[C:21]([O:25][CH2:26][C:27]4[CH:32]=[CH:31][CH:30]=[CH:29][CH:28]=4)[CH:20]=3)=[CH:10][N:9]([C@@H:7]3[CH2:6][C@H:5]([C:3]([OH:4])=[O:2])[CH2:8]3)[C:13]=2[N:14]=[CH:15][N:16]=1. (10) Given the reactants [CH:1]1([C:7]2[C:15]3[C:10](=[CH:11][C:12]([C:16]([O:18]C)=[O:17])=[CH:13][CH:14]=3)[N:9]([CH3:20])[C:8]=2[C:21]2[CH:26]=[CH:25][CH:24]=[CH:23][C:22]=2[O:27][CH2:28][C:29]([N:31]([CH3:42])[CH2:32][CH2:33][CH2:34][CH2:35][N:36]([CH3:41])[S:37](=[O:40])(=[O:39])[NH2:38])=[O:30])[CH2:6][CH2:5][CH2:4][CH2:3][CH2:2]1.C1(C2C3C(=CC(C(O)=O)=CC=3)N(C)C=2C2C=CC=CC=2OCC(N(C)CCOCCN(C)S(=O)(=O)N)=O)CCCCC1, predict the reaction product. The product is: [CH:1]1([C:7]2[C:15]3[C:10](=[CH:11][C:12]([C:16]([OH:18])=[O:17])=[CH:13][CH:14]=3)[N:9]([CH3:20])[C:8]=2[C:21]2[CH:26]=[CH:25][CH:24]=[CH:23][C:22]=2[O:27][CH2:28][C:29]([N:31]([CH3:42])[CH2:32][CH2:33][CH2:34][CH2:35][N:36]([CH3:41])[S:37](=[O:39])(=[O:40])[NH2:38])=[O:30])[CH2:6][CH2:5][CH2:4][CH2:3][CH2:2]1.